This data is from Catalyst prediction with 721,799 reactions and 888 catalyst types from USPTO. The task is: Predict which catalyst facilitates the given reaction. (1) Reactant: [C:1]([O:5][C:6](=[O:16])[NH:7][C:8]1[CH:13]=[CH:12][CH:11]=[C:10]([CH2:14]O)[N:9]=1)([CH3:4])([CH3:3])[CH3:2].N1C=CC=CC=1.O=S(Cl)[Cl:25]. Product: [C:1]([O:5][C:6](=[O:16])[NH:7][C:8]1[CH:13]=[CH:12][CH:11]=[C:10]([CH2:14][Cl:25])[N:9]=1)([CH3:4])([CH3:3])[CH3:2]. The catalyst class is: 2. (2) Reactant: [CH3:1][O:2][C:3]1[CH:8]=[CH:7][C:6]([NH:9][C:10](=[NH:20])[CH2:11][C:12](=[O:19])[C:13]2[CH:18]=[CH:17][CH:16]=[CH:15][CH:14]=2)=[C:5]([CH3:21])[CH:4]=1.[C:22](OC)(=[O:25])[C:23]#[CH:24].C(OCC)C. Product: [NH2:20][C:10]1[N:9]([C:6]2[CH:7]=[CH:8][C:3]([O:2][CH3:1])=[CH:4][C:5]=2[CH3:21])[C:22](=[O:25])[CH:23]=[CH:24][C:11]=1[C:12](=[O:19])[C:13]1[CH:14]=[CH:15][CH:16]=[CH:17][CH:18]=1. The catalyst class is: 5. (3) Reactant: [CH3:1][C:2]1[N:3]=[CH:4][S:5][C:6]=1[C:7]([OH:9])=O.ON1C2C=CC=CC=2N=N1.CN(C)CCCN=C=NCC.C(N(CC)C(C)C)(C)C.[CH2:40]([NH2:47])[C:41]1[CH:46]=[CH:45][CH:44]=[CH:43][CH:42]=1. Product: [CH2:40]([NH:47][C:7]([C:6]1[S:5][CH:4]=[N:3][C:2]=1[CH3:1])=[O:9])[C:41]1[CH:46]=[CH:45][CH:44]=[CH:43][CH:42]=1. The catalyst class is: 204. (4) Reactant: [H-].[Na+].[CH2:3]([P:12](=[O:19])([O:16][CH2:17][CH3:18])[O:13][CH2:14][CH3:15])P(=O)(OCC)OCC.[CH2:20]([O:27][C:28]1[CH:35]=[CH:34][C:31]([CH:32]=O)=[CH:30][CH:29]=1)[C:21]1[CH:26]=[CH:25][CH:24]=[CH:23][CH:22]=1. Product: [CH2:20]([O:27][C:28]1[CH:29]=[CH:30][C:31](/[CH:32]=[CH:3]/[P:12](=[O:19])([O:13][CH2:14][CH3:15])[O:16][CH2:17][CH3:18])=[CH:34][CH:35]=1)[C:21]1[CH:22]=[CH:23][CH:24]=[CH:25][CH:26]=1. The catalyst class is: 1.